This data is from Reaction yield outcomes from USPTO patents with 853,638 reactions. The task is: Predict the reaction yield, written as a fraction of the theoretical maximum amount of product (1.0 means a 100% yield; for example, 0.34 means a 34% yield). (1) The reactants are [CH3:1][N:2]([CH3:18])[C:3]1[CH:8]=[C:7]([NH:9][C:10]2[CH:15]=[CH:14][C:13]([CH3:16])=[CH:12][CH:11]=2)[N:6]=[C:5]([NH2:17])[N:4]=1.[C:19]1([CH2:25][C:26](Cl)=[O:27])[CH:24]=[CH:23][CH:22]=[CH:21][CH:20]=1.C(N(CC)CC)C. The catalyst is C(Cl)Cl. The product is [CH3:18][N:2]([CH3:1])[C:3]1[CH:8]=[C:7]([NH:9][C:10]2[CH:15]=[CH:14][C:13]([CH3:16])=[CH:12][CH:11]=2)[N:6]=[C:5]([NH:17][C:26](=[O:27])[CH2:25][C:19]2[CH:24]=[CH:23][CH:22]=[CH:21][CH:20]=2)[N:4]=1. The yield is 0.330. (2) The reactants are [CH2:1]([NH:3][C:4]([NH:6][CH2:7][C:8]([CH3:12])([CH3:11])[CH2:9][OH:10])=[O:5])[CH3:2].[N+:13]([C:16]1[CH:23]=[CH:22][CH:21]=[C:20]([N+]([O-])=O)[C:17]=1[C:18]#[N:19])([O-:15])=[O:14]. No catalyst specified. The product is [C:18]([C:17]1[C:16]([N+:13]([O-:15])=[O:14])=[CH:23][CH:22]=[CH:21][C:20]=1[O:10][CH2:9][C:8]([CH3:11])([CH3:12])[CH2:7][NH:6][C:4]([NH:3][CH2:1][CH3:2])=[O:5])#[N:19]. The yield is 0.470. (3) The reactants are [CH:1]1([CH2:7][CH2:8][CH2:9][O:10][C:11]2[CH:16]=[CH:15][N:14]([CH2:17][CH2:18][C:19]([CH3:34])([S:30]([CH3:33])(=[O:32])=[O:31])[C:20]([NH:22][O:23]C3CCCCO3)=[O:21])[C:13](=[O:35])[CH:12]=2)[CH2:6][CH2:5][CH2:4][CH2:3][CH2:2]1.C(Cl)Cl.O.Cl. The catalyst is O1CCOCC1. The product is [CH:1]1([CH2:7][CH2:8][CH2:9][O:10][C:11]2[CH:16]=[CH:15][N:14]([CH2:17][CH2:18][C:19]([CH3:34])([S:30]([CH3:33])(=[O:32])=[O:31])[C:20]([NH:22][OH:23])=[O:21])[C:13](=[O:35])[CH:12]=2)[CH2:2][CH2:3][CH2:4][CH2:5][CH2:6]1. The yield is 0.544. (4) The product is [O:12]1[CH2:13][CH2:14][CH2:15][CH2:16][CH:11]1[N:6]1[C:7]2[CH:8]=[CH:9][CH:10]=[C:2]([C:17]#[N:18])[C:3]=2[CH:4]=[N:5]1. The yield is 0.750. The catalyst is [C-]#N.[C-]#N.[Zn+2]. The reactants are Br[C:2]1[CH:10]=[CH:9][CH:8]=[C:7]2[C:3]=1[CH:4]=[N:5][N:6]2[CH:11]1[CH2:16][CH2:15][CH2:14][CH2:13][O:12]1.[CH3:17][N:18]1C(=O)CCC1.